This data is from Reaction yield outcomes from USPTO patents with 853,638 reactions. The task is: Predict the reaction yield, written as a fraction of the theoretical maximum amount of product (1.0 means a 100% yield; for example, 0.34 means a 34% yield). (1) The reactants are [CH3:1][C:2]1[S:6][C:5]([CH:7]=O)=[N:4][CH:3]=1.[NH2:9][C:10]1[N:11]=[N:12][C:13]([CH3:16])=[CH:14][CH:15]=1.C([O:19][C:20](=O)[C:21]([OH:34])=[CH:22][C:23]([C:25]1[CH:30]=[CH:29][C:28]([CH:31]([CH3:33])[CH3:32])=[CH:27][CH:26]=1)=[O:24])C. No catalyst specified. The product is [OH:34][C:21]1[C:20](=[O:19])[N:9]([C:10]2[N:11]=[N:12][C:13]([CH3:16])=[CH:14][CH:15]=2)[CH:7]([C:5]2[S:6][C:2]([CH3:1])=[CH:3][N:4]=2)[C:22]=1[C:23](=[O:24])[C:25]1[CH:30]=[CH:29][C:28]([CH:31]([CH3:33])[CH3:32])=[CH:27][CH:26]=1. The yield is 0.100. (2) The reactants are S(=O)(=O)(O)O.[NH2:6][C:7]1[N:15]=[C:14]([Cl:16])[CH:13]=[CH:12][C:8]=1[C:9]([OH:11])=[O:10].[C:17](=O)(O)[O-].[Na+]. The catalyst is CO. The product is [CH3:17][O:10][C:9](=[O:11])[C:8]1[CH:12]=[CH:13][C:14]([Cl:16])=[N:15][C:7]=1[NH2:6]. The yield is 0.680.